This data is from CYP2D6 inhibition data for predicting drug metabolism from PubChem BioAssay. The task is: Regression/Classification. Given a drug SMILES string, predict its absorption, distribution, metabolism, or excretion properties. Task type varies by dataset: regression for continuous measurements (e.g., permeability, clearance, half-life) or binary classification for categorical outcomes (e.g., BBB penetration, CYP inhibition). Dataset: cyp2d6_veith. (1) The molecule is NC(N)=N[C@H]1C(O)[C@@H](N=C(N)N)[C@H](O)C(O)[C@@H]1O.O=S(=O)(O)O. The result is 0 (non-inhibitor). (2) The drug is CCCCn1nc2cc(C(=O)NCc3ccc(C(F)(F)F)cc3C(F)(F)F)ccc2c1OCC. The result is 0 (non-inhibitor). (3) The molecule is CC(C)(C)c1ccc(C(=O)Nc2ccc(NC(=O)c3ccco3)cc2)cc1. The result is 0 (non-inhibitor). (4) The molecule is COC(=O)[C@H](C)NC(=O)C/C=C\[C@@H](C)CO. The result is 0 (non-inhibitor). (5) The drug is Cn1ncc2c(NCCc3ccccc3)nc(Cl)nc21. The result is 1 (inhibitor). (6) The drug is O=C(c1ccncc1)N1CCC2(CC1)CN(c1ccncc1)C2. The result is 0 (non-inhibitor). (7) The drug is CCCC(CCC)C(=O)[O-].[Na+]. The result is 0 (non-inhibitor). (8) The drug is N#Cc1ccc(CN2CCCC3(CCN(C(=O)c4csnn4)CC3)C2)cc1. The result is 0 (non-inhibitor). (9) The molecule is Cn1c(=O)c(-c2cccs2)nc2cnc(N3CCOCC3)nc21. The result is 0 (non-inhibitor).